Dataset: Full USPTO retrosynthesis dataset with 1.9M reactions from patents (1976-2016). Task: Predict the reactants needed to synthesize the given product. (1) Given the product [CH3:29][C:7]1[CH:12]=[CH:11][C:10]2[CH2:13][O:14][C@@H:15]3[C@H:19]([C:9]=2[CH:8]=1)[CH2:18][N:17]([C:20]([O:22][C:23]([CH3:26])([CH3:24])[CH3:25])=[O:21])[CH2:16]3, predict the reactants needed to synthesize it. The reactants are: FC(F)(F)S(O[C:7]1[CH:12]=[CH:11][C:10]2[CH2:13][O:14][C@@H:15]3[C@H:19]([C:9]=2[CH:8]=1)[CH2:18][N:17]([C:20]([O:22][C:23]([CH3:26])([CH3:25])[CH3:24])=[O:21])[CH2:16]3)(=O)=O.[CH3:29]OB1OB(OC)OB(OC)O1.C(=O)([O-])[O-].[K+].[K+]. (2) Given the product [CH3:1][N:2]([CH3:11])[C:3]1[CH:10]=[CH:9][C:6]([CH2:7][NH:19][C:18]2[CH:20]=[CH:21][C:15]([CH2:12][CH2:13][CH3:14])=[CH:16][CH:17]=2)=[CH:5][CH:4]=1, predict the reactants needed to synthesize it. The reactants are: [CH3:1][N:2]([CH3:11])[C:3]1[CH:10]=[CH:9][C:6]([CH:7]=O)=[CH:5][CH:4]=1.[CH2:12]([C:15]1[CH:21]=[CH:20][C:18]([NH2:19])=[CH:17][CH:16]=1)[CH2:13][CH3:14]. (3) Given the product [N:1]1[C:10]2[C:5](=[CH:6][CH:7]=[CH:8][C:9]=2[S:11]([NH:14][C:15]2[CH:25]=[CH:24][C:18]([C:19]([OH:21])=[O:20])=[CH:17][CH:16]=2)(=[O:13])=[O:12])[CH:4]=[CH:3][CH:2]=1, predict the reactants needed to synthesize it. The reactants are: [N:1]1[C:10]2[C:5](=[CH:6][CH:7]=[CH:8][C:9]=2[S:11]([NH:14][C:15]2[CH:25]=[CH:24][C:18]([C:19]([O:21]CC)=[O:20])=[CH:17][CH:16]=2)(=[O:13])=[O:12])[CH:4]=[CH:3][CH:2]=1.[Li+].[OH-]. (4) Given the product [C:74]([O:77][C:17]1[CH:24]=[CH:23][C:20]([CH2:21][NH:22][C:2]2[CH:3]=[C:4]3[C:9](=[CH:10][CH:11]=2)[C:8](=[O:12])[NH:7][N:6]=[C:5]3[Cl:13])=[CH:19][CH:18]=1)([CH3:76])([CH3:75])[CH3:73], predict the reactants needed to synthesize it. The reactants are: Br[C:2]1[CH:3]=[C:4]2[C:9](=[CH:10][CH:11]=1)[C:8](=[O:12])[NH:7][N:6]=[C:5]2[Cl:13].FC(F)(F)O[C:17]1[CH:24]=[CH:23][C:20]([CH2:21][NH2:22])=[CH:19][CH:18]=1.C1C=CC(P(C2C(C3C(P(C4C=CC=CC=4)C4C=CC=CC=4)=CC=C4C=3C=CC=C4)=C3C(C=CC=C3)=CC=2)C2C=CC=CC=2)=CC=1.[CH3:73][C:74]([O-:77])([CH3:76])[CH3:75].[Na+]. (5) Given the product [CH2:7]([N:14]([CH2:15][CH2:16][OH:17])[C:3]([N:2]([CH3:6])[CH3:1])=[O:4])[C:8]1[CH:13]=[CH:12][CH:11]=[CH:10][CH:9]=1, predict the reactants needed to synthesize it. The reactants are: [CH3:1][N:2]([CH3:6])[C:3](Cl)=[O:4].[CH2:7]([NH:14][CH2:15][CH2:16][OH:17])[C:8]1[CH:13]=[CH:12][CH:11]=[CH:10][CH:9]=1.C(N(CC)CC)C. (6) Given the product [CH3:10][N:11]([CH2:33][C:34]1[CH:35]=[N:36][CH:37]=[CH:38][CH:39]=1)[CH:12]1[CH2:17][CH2:16][N:15]([C:18]2[CH:19]=[CH:20][C:21]3[N:22]([C:24]([C:27]([F:30])([F:28])[F:29])=[N:25][N:26]=3)[N:23]=2)[CH2:14][CH2:13]1, predict the reactants needed to synthesize it. The reactants are: CCN(C(C)C)C(C)C.[CH3:10][NH:11][CH:12]1[CH2:17][CH2:16][N:15]([C:18]2[CH:19]=[CH:20][C:21]3[N:22]([C:24]([C:27]([F:30])([F:29])[F:28])=[N:25][N:26]=3)[N:23]=2)[CH2:14][CH2:13]1.Br.Br[CH2:33][C:34]1[CH:35]=[N:36][CH:37]=[CH:38][CH:39]=1.